From a dataset of NCI-60 drug combinations with 297,098 pairs across 59 cell lines. Regression. Given two drug SMILES strings and cell line genomic features, predict the synergy score measuring deviation from expected non-interaction effect. Drug 1: CN1C2=C(C=C(C=C2)N(CCCl)CCCl)N=C1CCCC(=O)O.Cl. Drug 2: CC(C)(C#N)C1=CC(=CC(=C1)CN2C=NC=N2)C(C)(C)C#N. Cell line: HCC-2998. Synergy scores: CSS=-2.09, Synergy_ZIP=-0.754, Synergy_Bliss=-4.09, Synergy_Loewe=-4.58, Synergy_HSA=-6.29.